From a dataset of Full USPTO retrosynthesis dataset with 1.9M reactions from patents (1976-2016). Predict the reactants needed to synthesize the given product. (1) Given the product [CH3:39][C:40]1[CH:41]=[C:42]([NH:55][S:56]([CH3:59])(=[O:58])=[O:57])[CH:43]=[C:44]([C:2]2[C:10]3[C:9]([NH:11][C@H:12]([C:14]4[N:19]([C:20]5[CH:25]=[CH:24][CH:23]=[CH:22][CH:21]=5)[C:18](=[O:26])[C:17]5=[C:27]([CH3:30])[CH:28]=[CH:29][N:16]5[N:15]=4)[CH3:13])=[N:8][CH:7]=[N:6][C:5]=3[N:4]([CH2:31][O:32][CH2:33][CH2:34][Si:35]([CH3:38])([CH3:37])[CH3:36])[CH:3]=2)[CH:45]=1, predict the reactants needed to synthesize it. The reactants are: Br[C:2]1[C:10]2[C:9]([NH:11][C@H:12]([C:14]3[N:19]([C:20]4[CH:25]=[CH:24][CH:23]=[CH:22][CH:21]=4)[C:18](=[O:26])[C:17]4=[C:27]([CH3:30])[CH:28]=[CH:29][N:16]4[N:15]=3)[CH3:13])=[N:8][CH:7]=[N:6][C:5]=2[N:4]([CH2:31][O:32][CH2:33][CH2:34][Si:35]([CH3:38])([CH3:37])[CH3:36])[CH:3]=1.[CH3:39][C:40]1[CH:41]=[C:42]([NH:55][S:56]([CH3:59])(=[O:58])=[O:57])[CH:43]=[C:44](B2OC(C)(C)C(C)(C)O2)[CH:45]=1.C(=O)([O-])[O-].[Na+].[Na+]. (2) Given the product [SH:5][C:6]1[CH:7]=[C:8]([CH:12]=[C:13]([SH:15])[CH:14]=1)[C:9]([NH2:11])=[O:10], predict the reactants needed to synthesize it. The reactants are: CN(C)C([S:5][C:6]1[CH:7]=[C:8]([CH:12]=[C:13]([S:15]C(=O)N(C)C)[CH:14]=1)[C:9]([NH2:11])=[O:10])=O.[OH-].[Na+]. (3) The reactants are: [CH3:1][O:2][C:3]1[CH:4]=[C:5]([OH:11])[CH:6]=[CH:7][C:8]=1[O:9][CH3:10].F[C:13]1[CH:18]=[CH:17][CH:16]=[CH:15][C:14]=1[N+:19]([O-:21])=[O:20].[CH3:22][O:23][C:24]1[CH:25]=[C:26]([CH:35]=[CH:36][C:37]=1[O:38][CH3:39])[O:27][C:28]1[CH:34]=[CH:33][CH:32]=[CH:31][C:29]=1[NH2:30].[NH2:40][C:41]1[S:42][CH:43]=[CH:44][N:45]=1. Given the product [CH3:1][O:2][C:3]1[CH:4]=[C:5]([CH:6]=[CH:7][C:8]=1[O:9][CH3:10])[O:11][C:13]1[CH:18]=[CH:17][CH:16]=[CH:15][C:14]=1[N+:19]([O-:21])=[O:20].[CH3:22][O:23][C:24]1[CH:25]=[C:26]([CH:35]=[CH:36][C:37]=1[O:38][CH3:39])[O:27][C:28]1[CH:34]=[CH:33][CH:32]=[CH:31][C:29]=1[NH:30][C:5]([NH:40][C:41]1[S:42][CH:43]=[CH:44][N:45]=1)=[O:11], predict the reactants needed to synthesize it.